This data is from hERG Central: cardiac toxicity at 1µM, 10µM, and general inhibition. The task is: Predict hERG channel inhibition at various concentrations. The drug is CN(C)C(=C(C#N)C#N)N1CCN(c2ccc(Cl)c(Cl)c2)CC1. Results: hERG_inhib (hERG inhibition (general)): blocker.